This data is from Forward reaction prediction with 1.9M reactions from USPTO patents (1976-2016). The task is: Predict the product of the given reaction. (1) Given the reactants Cl[C:2]([O:4][CH2:5][C:6]1[CH:11]=[CH:10][CH:9]=[CH:8][CH:7]=1)=[O:3].[NH2:12][C:13]1[CH:24]=[C:23]([F:25])[C:16]2[N:17]([CH3:22])[C:18](=[O:21])[O:19][CH2:20][C:15]=2[CH:14]=1.N1C=CC=CC=1, predict the reaction product. The product is: [F:25][C:23]1[C:16]2[N:17]([CH3:22])[C:18](=[O:21])[O:19][CH2:20][C:15]=2[CH:14]=[C:13]([NH:12][C:2](=[O:3])[O:4][CH2:5][C:6]2[CH:11]=[CH:10][CH:9]=[CH:8][CH:7]=2)[CH:24]=1. (2) Given the reactants [Cl:1][C:2]1[CH:7]=[CH:6][C:5]([C:8]([C:10]2[CH:15]=[CH:14][C:13]([CH2:16][N:17]3[CH2:22][CH2:21][O:20][CH2:19][CH2:18]3)=[CH:12][CH:11]=2)=[O:9])=[CH:4][CH:3]=1.[BH4-].[Na+], predict the reaction product. The product is: [Cl:1][C:2]1[CH:7]=[CH:6][C:5]([CH:8]([C:10]2[CH:15]=[CH:14][C:13]([CH2:16][N:17]3[CH2:18][CH2:19][O:20][CH2:21][CH2:22]3)=[CH:12][CH:11]=2)[OH:9])=[CH:4][CH:3]=1. (3) Given the reactants Cl[C:2]1[CH:10]=[CH:9][C:5]([C:6]([OH:8])=[O:7])=[CH:4][C:3]=1[N+:11]([O-:13])=[O:12].[NH2:14][C:15]1[CH:20]=[CH:19][CH:18]=[CH:17][CH:16]=1.CN1CCOCC1, predict the reaction product. The product is: [N+:11]([C:3]1[CH:4]=[C:5]([CH:9]=[CH:10][C:2]=1[NH:14][C:15]1[CH:20]=[CH:19][CH:18]=[CH:17][CH:16]=1)[C:6]([OH:8])=[O:7])([O-:13])=[O:12]. (4) Given the reactants [C:1]([O:5][CH2:6][CH:7]([OH:9])[CH3:8])([CH3:4])([CH3:3])[CH3:2].[H-].[Na+].Cl[C:13]1[C:22]2[C:17](=[CH:18][C:19]([O:23][CH3:24])=[CH:20][CH:21]=2)[N:16]=[CH:15][CH:14]=1.C([O-])(O)=O.[Na+], predict the reaction product. The product is: [C:1]([O:5][CH2:6][CH:7]([O:9][C:13]1[C:22]2[C:17](=[CH:18][C:19]([O:23][CH3:24])=[CH:20][CH:21]=2)[N:16]=[CH:15][CH:14]=1)[CH3:8])([CH3:4])([CH3:3])[CH3:2]. (5) Given the reactants [F:1][C:2]1[C:10]([O:11][C:12]2[C:21]3[C:16](=[CH:17][C:18]([O:24][CH2:25][CH2:26][CH2:27][N:28]4[CH2:33][CH2:32][N:31](C(OC(C)(C)C)=O)[CH2:30][CH2:29]4)=[C:19]([O:22][CH3:23])[CH:20]=3)[N:15]=[CH:14][N:13]=2)=[CH:9][CH:8]=[C:7]2[C:3]=1[CH:4]=[C:5]([CH3:41])[NH:6]2.Cl, predict the reaction product. The product is: [F:1][C:2]1[C:10]([O:11][C:12]2[C:21]3[C:16](=[CH:17][C:18]([O:24][CH2:25][CH2:26][CH2:27][N:28]4[CH2:33][CH2:32][NH:31][CH2:30][CH2:29]4)=[C:19]([O:22][CH3:23])[CH:20]=3)[N:15]=[CH:14][N:13]=2)=[CH:9][CH:8]=[C:7]2[C:3]=1[CH:4]=[C:5]([CH3:41])[NH:6]2. (6) The product is: [C:23]([O:34][CH2:33][CH2:32][CH2:31][CH2:30][CH2:38][CH2:43][CH2:42][CH2:41][CH2:40][CH2:1][CH2:2][CH2:3][CH2:4][CH2:5][CH2:6][CH2:52][CH2:50][CH3:51])(=[O:24])/[CH:22]=[CH:21]\[C:20]([O:25][CH2:1][CH2:2][CH2:3][CH2:4][CH2:5][CH2:6][CH2:7][CH2:8][CH2:9][CH2:10][CH2:11][CH2:12][CH2:13][CH2:14][CH2:15][CH2:16][CH2:17][CH3:18])=[O:26]. Given the reactants [CH2:1](N)[CH2:2][CH2:3][CH2:4][CH2:5][CH2:6][CH2:7][CH2:8][CH2:9][CH2:10][CH2:11][CH2:12][CH2:13][CH2:14][CH2:15][CH2:16][CH2:17][CH3:18].[C:20]1(=[O:26])[O:25][C:23](=[O:24])[CH:22]=[CH:21]1.C(O[CH2:30][CH2:31][CH2:32][CH2:33][OH:34])=C.CN([C:38]1[CH:43]=[CH:42][CH:41]=[CH:40]N=1)C.C(N=C=N[CH:50]([CH3:52])[CH3:51])(C)C, predict the reaction product. (7) Given the reactants C([O:4][CH:5]1[C:9]2=[N:10][C:11]([O:15][CH2:16][C:17]3[CH:22]=[CH:21][CH:20]=[CH:19][N:18]=3)=[CH:12][C:13]([Cl:14])=[C:8]2[CH2:7][CH2:6]1)(=O)C.[N:23]1[CH:28]=[C:27](B(O)O)[CH:26]=[N:25][CH:24]=1.Cl.CCOCC, predict the reaction product. The product is: [N:18]1[CH:19]=[CH:20][CH:21]=[CH:22][C:17]=1[CH2:16][O:15][C:11]1[N:10]=[C:9]2[CH:5]([OH:4])[CH2:6][CH2:7][C:8]2=[C:13]([C:27]2[CH:28]=[N:23][CH:24]=[N:25][CH:26]=2)[CH:12]=1.[ClH:14].[N:18]1[CH:19]=[CH:20][CH:21]=[CH:22][C:17]=1[CH2:16][O:15][C:11]1[N:10]=[C:9]2[CH:5]([OH:4])[CH2:6][CH2:7][C:8]2=[C:13]([C:27]2[CH:28]=[N:23][CH:24]=[N:25][CH:26]=2)[CH:12]=1. (8) Given the reactants [Cl:1][C:2]1[CH:7]=[CH:6][C:5]([C:8]2[C:9]([C:18]3[CH:23]=[CH:22][CH:21]=[CH:20][C:19]=3[CH3:24])=[N:10][CH:11]=[C:12]([CH:17]=2)[C:13](OC)=[O:14])=[CH:4][C:3]=1[O:25][CH2:26][CH2:27][CH2:28][N:29]([CH3:31])[CH3:30].[NH2:32][CH:33]([CH:38]([CH3:40])[CH3:39])[CH2:34][C:35]([OH:37])=[O:36], predict the reaction product. The product is: [ClH:1].[Cl:1][C:2]1[CH:7]=[CH:6][C:5]([C:8]2[CH:17]=[C:12]([C:13]([NH:32][CH:33]([CH:38]([CH3:40])[CH3:39])[CH2:34][C:35]([OH:37])=[O:36])=[O:14])[CH:11]=[N:10][C:9]=2[C:18]2[CH:23]=[CH:22][CH:21]=[CH:20][C:19]=2[CH3:24])=[CH:4][C:3]=1[O:25][CH2:26][CH2:27][CH2:28][N:29]([CH3:30])[CH3:31]. (9) The product is: [CH:10]([C:6]1[CH:7]=[CH:8][CH:9]=[C:4]([CH:1]([CH3:2])[CH3:3])[C:5]=1[N:13]1[CH:32]=[CH:31][N:24]=[C:14]1[C:15]1[CH:20]=[C:19]([CH3:21])[CH:18]=[C:17]([O:22][CH3:23])[CH:16]=1)([CH3:12])[CH3:11]. Given the reactants [CH:1]([C:4]1[CH:9]=[CH:8][CH:7]=[C:6]([CH:10]([CH3:12])[CH3:11])[C:5]=1[NH:13][C:14](=[NH:24])[C:15]1[CH:20]=[C:19]([CH3:21])[CH:18]=[C:17]([O:22][CH3:23])[CH:16]=1)([CH3:3])[CH3:2].C(=O)(O)[O-].[Na+].Cl[CH2:31][CH:32]=O.CC(O)C, predict the reaction product. (10) Given the reactants [CH3:1][C:2]1[CH:7]=[CH:6][C:5]([C:8]2[O:9][C:10]([CH3:33])=[C:11]([CH2:13][CH2:14][O:15][C:16]3[CH:25]=[CH:24][CH:23]=[C:22]4[C:17]=3[CH2:18][CH2:19][CH:20]=[C:21]4[CH2:26][CH:27]([O:30][CH2:31][CH3:32])[C:28]#[N:29])[N:12]=2)=[CH:4][CH:3]=1.[OH-:34].[Na+], predict the reaction product. The product is: [CH2:31]([O:30][CH:27]([CH2:26][C:21]1[C:22]2[C:17](=[C:16]([O:15][CH2:14][CH2:13][C:11]3[N:12]=[C:8]([C:5]4[CH:4]=[CH:3][C:2]([CH3:1])=[CH:7][CH:6]=4)[O:9][C:10]=3[CH3:33])[CH:25]=[CH:24][CH:23]=2)[CH2:18][CH2:19][CH:20]=1)[C:28]([NH2:29])=[O:34])[CH3:32].